This data is from Protein-peptide binding for MDM2, ACE2, and 12ca5 with 34 validated binders. The task is: Binary Classification. Given protein and peptide amino acid sequences, predict whether they interact or not. (1) The protein target is ACE2 with sequence MSSSSWLLLSLVAVTAAQSTIEEQAKTFLDKFNHEAEDLFYQSSLASWNYNTNITEENVQNMNNAGDKWSAFLKEQSTLAQMYPLQEIQNLTVKLQLQALQQNGSSVLSEDKSKRLNTILNTMSTIYSTGKVCNPDNPQECLLLEPGLNEIMANSLDYNERLWAWESWRSEVGKQLRPLYEEYVVLKNEMARANHYEDYGDYWRGDYEVNGVDGYDYSRGQLIEDVEHTFEEIKPLYEHLHAYVRAKLMNAYPSYISPIGCLPAHLLGDMWGRFWTNLYSLTVPFGQKPNIDVTDAMVDQAWDAQRIFKEAEKFFVSVGLPNMTQGFWENSMLTDPGNVQKAVCHPTAWDLGKGDFRILMCTKVTMDDFLTAHHEMGHIQYDMAYAAQPFLLRNGANEGFHEAVGEIMSLSAATPKHLKSIGLLSPDFQEDNETEINFLLKQALTIVGTLPFTYMLEKWRWMVFKGEIPKDQWMKKWWEMKREIVGVVEPVPHDETYCDP.... The peptide is WHLSTAPSFNPWK. (2) The protein target is MDM2 with sequence MCNTNMSVPTDGAVTTSQIPASEQETLVRPKPLLLKLLKSVGAQKDTYTMKEVLFYLGQYIMTKRLYDEKQQHIVYCSNDLLGDLFGVPSFSVKEHRKIYTMIYRNLVVVNQQESSDSGTSVSENRCHLEGGSDQKDLVQELQEEKPSSSHLVSRPSTSSRRRAISETEENSDELSGERQRKRHKSDSISLSFDESLALCVIREICCERSSSSESTGTPSNPDLDAGVSEHSGDWLDQDSVSDQFSVEFEVESLDSEDYSLSEEGQELSDEDDEVYQVTVYQAGESDTDSFEEDPEISLADYWKCTSCNEMNPPLPSHCNRCWALRENWLPEDKGKDKGEISEKAKLENSTQAEEGFDVPDCKKTIVNDSRESCVEENDDKITQASQSQESEDYSQPSTSSSIIYSSQEDVKEFEREETQDKEESVESSLPLNAIEPCVICQGRPKNGCIVHGKTGHLMACFTCAKKLKKRNKPCPVCRQPIQMIVLTYFP. The peptide is TAFAAAWNLLSAK.